This data is from Full USPTO retrosynthesis dataset with 1.9M reactions from patents (1976-2016). The task is: Predict the reactants needed to synthesize the given product. (1) Given the product [C:31]([O:30][C:28](=[O:29])[NH:27][CH:24]1[CH2:25][CH2:26][N:21]([CH2:20][CH2:19][N:1]2[C:10]3[C:5](=[CH:6][CH:7]=[CH:8][CH:9]=3)[C:4](=[O:11])[CH:3]=[CH:2]2)[CH2:22][CH2:23]1)([CH3:34])([CH3:33])[CH3:32], predict the reactants needed to synthesize it. The reactants are: [NH:1]1[C:10]2[C:5](=[CH:6][CH:7]=[CH:8][CH:9]=2)[C:4](=[O:11])[CH:3]=[CH:2]1.[H-].[Na+].CS(O[CH2:19][CH2:20][N:21]1[CH2:26][CH2:25][CH:24]([NH:27][C:28]([O:30][C:31]([CH3:34])([CH3:33])[CH3:32])=[O:29])[CH2:23][CH2:22]1)(=O)=O.C(OC(=O)NC1CCN(CCN2C3C(=CC=C(F)C=3)N=CC2=O)CC1)(C)(C)C. (2) Given the product [CH:19]1([NH:24][C:2]2[N:7]3[N:8]=[C:9]([C:11]4[CH:16]=[CH:15][CH:14]=[CH:13][CH:12]=4)[CH:10]=[C:6]3[N:5]=[C:4]([S:17][CH3:18])[N:3]=2)[CH2:23][CH2:22][CH2:21][CH2:20]1, predict the reactants needed to synthesize it. The reactants are: Cl[C:2]1[N:7]2[N:8]=[C:9]([C:11]3[CH:16]=[CH:15][CH:14]=[CH:13][CH:12]=3)[CH:10]=[C:6]2[N:5]=[C:4]([S:17][CH3:18])[N:3]=1.[CH:19]1([NH2:24])[CH2:23][CH2:22][CH2:21][CH2:20]1. (3) Given the product [CH3:19][C:20]1[CH:24]=[C:23]([CH3:25])[NH:22][C:21]=1[CH:26]=[C:11]1[C:10]2[C:14](=[CH:15][CH:16]=[CH:17][C:9]=2[C:6]2[CH:7]=[CH:8][C:3]([O:2][CH3:1])=[CH:4][CH:5]=2)[NH:13][C:12]1=[O:18], predict the reactants needed to synthesize it. The reactants are: [CH3:1][O:2][C:3]1[CH:8]=[CH:7][C:6]([C:9]2[CH:17]=[CH:16][CH:15]=[C:14]3[C:10]=2[CH2:11][C:12](=[O:18])[NH:13]3)=[CH:5][CH:4]=1.[CH3:19][C:20]1[CH:24]=[C:23]([CH3:25])[NH:22][C:21]=1[CH:26]=O. (4) Given the product [CH3:27][O:26][P:18]([C:20]1[CH:21]=[CH:22][CH:23]=[CH:24][CH:25]=1)(=[O:19])[O:17][C:13]1[CH:12]=[C:11]2[C:16](=[CH:15][CH:14]=1)[NH:8][N:9]=[C:10]2[C:33]1[S:29][C:30]2[CH:40]=[CH:39][CH:38]=[CH:37][C:31]=2[CH:32]=1, predict the reactants needed to synthesize it. The reactants are: C(OC([N:8]1[C:16]2[C:11](=[CH:12][C:13]([O:17][P:18]([O:26][CH3:27])([C:20]3[CH:25]=[CH:24][CH:23]=[CH:22][CH:21]=3)=[O:19])=[CH:14][CH:15]=2)[C:10](I)=[N:9]1)=O)(C)(C)C.[S:29]1[C:33](B(O)O)=[CH:32][C:31]2[CH:37]=[CH:38][CH:39]=[CH:40][C:30]1=2.C(=O)([O-])[O-].[Cs+].[Cs+]. (5) Given the product [Cl:1][C:2]1[C:3]([CH:11]([CH3:12])[C:18]#[N:19])=[N:4][CH:5]=[C:6]([N+:8]([O-:10])=[O:9])[CH:7]=1, predict the reactants needed to synthesize it. The reactants are: [Cl:1][C:2]1[C:3]([C:11]([C:18]#[N:19])(C)[C:12](OCC)=O)=[N:4][CH:5]=[C:6]([N+:8]([O-:10])=[O:9])[CH:7]=1.[Li+].[Cl-]. (6) The reactants are: [NH2:1][C:2]1[N:7]=[C:6]([C:8]2[O:9][CH:10]=[CH:11][CH:12]=2)[C:5]([C:13]2[CH:14]=[CH:15][C:16](=O)[N:17](C)[CH:18]=2)=[CH:4][N:3]=1.[Cl:21]C1N=CC(C(=CN(C)C)C(C2OC=CC=2)=O)=CC=1.NC(N)=N. Given the product [Cl:21][C:16]1[N:17]=[CH:18][C:13]([C:5]2[C:6]([C:8]3[O:9][CH:10]=[CH:11][CH:12]=3)=[N:7][C:2]([NH2:1])=[N:3][CH:4]=2)=[CH:14][CH:15]=1, predict the reactants needed to synthesize it. (7) The reactants are: C([O:3][C:4](=[O:31])[CH2:5][C:6]([NH:8][C:9]1[CH:14]=[C:13]([Br:15])[C:12]([O:16][C:17]2[CH:22]=[C:21]([CH:23]([CH3:25])[CH3:24])[C:20]([OH:26])=[C:19]([CH2:27][CH3:28])[CH:18]=2)=[C:11]([Br:29])[C:10]=1[CH3:30])=[O:7])C.[Li+].[OH-].Cl. Given the product [Br:29][C:11]1[C:10]([CH3:30])=[C:9]([NH:8][C:6](=[O:7])[CH2:5][C:4]([OH:31])=[O:3])[CH:14]=[C:13]([Br:15])[C:12]=1[O:16][C:17]1[CH:22]=[C:21]([CH:23]([CH3:25])[CH3:24])[C:20]([OH:26])=[C:19]([CH2:27][CH3:28])[CH:18]=1, predict the reactants needed to synthesize it. (8) Given the product [CH2:6]([Br:26])[CH2:7][CH2:8][CH2:9]/[CH:10]=[CH:11]\[CH2:12]/[CH:13]=[CH:14]\[CH2:15]/[CH:16]=[CH:17]\[CH2:18]/[CH:19]=[CH:20]\[CH2:21][CH2:22][CH2:23][CH2:24][CH3:25], predict the reactants needed to synthesize it. The reactants are: CS(O[CH2:6][CH2:7][CH2:8][CH2:9]/[CH:10]=[CH:11]\[CH2:12]/[CH:13]=[CH:14]\[CH2:15]/[CH:16]=[CH:17]\[CH2:18]/[CH:19]=[CH:20]\[CH2:21][CH2:22][CH2:23][CH2:24][CH3:25])(=O)=O.[Br-:26].[Mg+2].[Br-]. (9) The reactants are: [Cl:1][C:2]1[C:7]([N+:8]([O-])=O)=[CH:6][CH:5]=[CH:4][C:3]=1[O:11][CH3:12].C([O-])([O-])=O.[Na+].[Na+]. Given the product [Cl:1][C:2]1[C:3]([O:11][CH3:12])=[CH:4][CH:5]=[CH:6][C:7]=1[NH2:8], predict the reactants needed to synthesize it.